Task: Regression/Classification. Given a drug SMILES string, predict its toxicity properties. Task type varies by dataset: regression for continuous values (e.g., LD50, hERG inhibition percentage) or binary classification for toxic/non-toxic outcomes (e.g., AMES mutagenicity, cardiotoxicity, hepatotoxicity). Dataset: herg_karim.. Dataset: hERG potassium channel inhibition data for cardiac toxicity prediction from Karim et al. The drug is CN1CCC(c2ccc3nc(Nc4ccc(C(F)(F)F)cn4)[nH]c3c2)CC1. The result is 1 (blocker).